From a dataset of Reaction yield outcomes from USPTO patents with 853,638 reactions. Predict the reaction yield, written as a fraction of the theoretical maximum amount of product (1.0 means a 100% yield; for example, 0.34 means a 34% yield). The reactants are I[C:2]1[N:3](C)[CH2:4][N:5](C(C2C=CC=CC=2)(C2C=CC=CC=2)C2C=CC=CC=2)[CH:6]=1.[CH2:27]([Mg]Br)C.Br[C:32]1[CH:33]=[N:34][CH:35]=[CH:36][CH:37]=1. The catalyst is C1COCC1.[Cl-].[Zn+2].[Cl-].C1C=CC([P]([Pd]([P](C2C=CC=CC=2)(C2C=CC=CC=2)C2C=CC=CC=2)([P](C2C=CC=CC=2)(C2C=CC=CC=2)C2C=CC=CC=2)[P](C2C=CC=CC=2)(C2C=CC=CC=2)C2C=CC=CC=2)(C2C=CC=CC=2)C2C=CC=CC=2)=CC=1. The product is [CH3:27][C:4]1[NH:5][CH:6]=[C:2]([C:32]2[CH:33]=[N:34][CH:35]=[CH:36][CH:37]=2)[N:3]=1. The yield is 0.880.